Dataset: Forward reaction prediction with 1.9M reactions from USPTO patents (1976-2016). Task: Predict the product of the given reaction. Given the reactants [K+].[N:2]1[CH:7]=[CH:6][C:5]([NH:8][C:9]2[C:17]3[C:12](=[CH:13][CH:14]=[CH:15][CH:16]=3)[NH:11][C:10]=2[C:18]([O-:20])=[O:19])=[CH:4][CH:3]=1.CN(C=O)C.Cl[CH2:27][N:28]([CH3:39])[S:29]([C:32]1[CH:37]=[CH:36][C:35](C)=[CH:34][CH:33]=1)(=[O:31])=[O:30].O, predict the reaction product. The product is: [C:32]1([S:29]([N:28]([CH2:39][O:19][C:18]([C:10]2[NH:11][C:12]3[C:17]([C:9]=2[NH:8][C:5]2[CH:6]=[CH:7][N:2]=[CH:3][CH:4]=2)=[CH:16][CH:15]=[CH:14][CH:13]=3)=[O:20])[CH3:27])(=[O:31])=[O:30])[CH:33]=[CH:34][CH:35]=[CH:36][CH:37]=1.